Dataset: Forward reaction prediction with 1.9M reactions from USPTO patents (1976-2016). Task: Predict the product of the given reaction. (1) Given the reactants [CH3:1][O:2][C:3](=[O:28])[C@@H:4]([NH:8][C:9]([C:22]1[CH:27]=[CH:26][CH:25]=[CH:24][CH:23]=1)([C:16]1[CH:21]=[CH:20][CH:19]=[CH:18][CH:17]=1)[C:10]1[CH:15]=[CH:14][CH:13]=[CH:12][CH:11]=1)[C@@H:5](O)[CH3:6].C1C=CC(P(C2C=CC=CC=2)C2C=CC=CC=2)=CC=1.N(C(OC(C)C)=O)=NC(OC(C)C)=O.C1C=CC(OP(OC2C=CC=CC=2)([N:71]=[N+:72]=[N-:73])=O)=CC=1, predict the reaction product. The product is: [CH3:1][O:2][C:3](=[O:28])[C@@H:4]([NH:8][C:9]([C:22]1[CH:27]=[CH:26][CH:25]=[CH:24][CH:23]=1)([C:10]1[CH:15]=[CH:14][CH:13]=[CH:12][CH:11]=1)[C:16]1[CH:17]=[CH:18][CH:19]=[CH:20][CH:21]=1)[C@H:5]([N:71]=[N+:72]=[N-:73])[CH3:6]. (2) Given the reactants [C:1]([O:5][C:6](=[O:22])[N:7]([C:15]1[CH:20]=[CH:19][C:18]([Cl:21])=[CH:17][CH:16]=1)[C:8]1[CH:13]=[N:12][CH:11]=[C:10](Cl)[N:9]=1)([CH3:4])([CH3:3])[CH3:2].C([Sn](CCCC)(CCCC)[C:28]1[CH:33]=[N:32][CH:31]=[CH:30][N:29]=1)CCC, predict the reaction product. The product is: [C:1]([O:5][C:6](=[O:22])[N:7]([C:8]1[N:9]=[C:10]([C:28]2[CH:33]=[N:32][CH:31]=[CH:30][N:29]=2)[CH:11]=[N:12][CH:13]=1)[C:15]1[CH:20]=[CH:19][C:18]([Cl:21])=[CH:17][CH:16]=1)([CH3:4])([CH3:3])[CH3:2]. (3) Given the reactants [NH2:1][C:2]1[N:7]=[CH:6][C:5]([OH:8])=[CH:4][CH:3]=1.C(=O)([O-])[O-].[Cs+].[Cs+].[CH2:15]([O:17][C:18](=[O:23])[C:19](Br)([CH3:21])[CH3:20])[CH3:16].CCOC(C)=O, predict the reaction product. The product is: [CH2:15]([O:17][C:18](=[O:23])[C:19]([O:8][C:5]1[CH:6]=[N:7][C:2]([NH2:1])=[CH:3][CH:4]=1)([CH3:21])[CH3:20])[CH3:16]. (4) Given the reactants [CH:1]([C:4]1[CH:5]=[C:6]2[C:10](=[C:11]([C:25]3[CH:30]=[CH:29][CH:28]=[CH:27][CH:26]=3)[C:12]=1[O:13][C:14]1[C:19]([F:20])=[C:18]([F:21])[C:17]([F:22])=[C:16]([F:23])[C:15]=1[F:24])[CH2:9][C:8]([CH3:31])=[CH:7]2)([CH3:3])[CH3:2].[H-].[K+].[Cl:34][Si:35](Cl)([CH3:37])[CH3:36], predict the reaction product. The product is: [Cl:34][Si:35]([CH:7]1[C:6]2[C:10](=[C:11]([C:25]3[CH:26]=[CH:27][CH:28]=[CH:29][CH:30]=3)[C:12]([O:13][C:14]3[C:19]([F:20])=[C:18]([F:21])[C:17]([F:22])=[C:16]([F:23])[C:15]=3[F:24])=[C:4]([CH:1]([CH3:3])[CH3:2])[CH:5]=2)[CH:9]=[C:8]1[CH3:31])([CH3:37])[CH3:36]. (5) Given the reactants FC(F)(F)C(N1CCC2C(OS(C(F)(F)F)(=O)=O)=C(C(F)(F)F)C=CC=2CC1)=O.FC(F)(S(F)(=O)=O)C(OC)=O.CN(P(N(C)C)(N(C)C)=O)C.[I:52][C:53]1[CH:69]=[CH:68][C:56]2[CH2:57][CH2:58][N:59]([C:62](=[O:67])[C:63]([F:66])([F:65])[F:64])[CH2:60][CH2:61][C:55]=2[C:54]=1[O:70]S(C(F)(F)F)(=O)=O, predict the reaction product. The product is: [OH:70][C:54]1[C:55]2[CH2:61][CH2:60][N:59]([C:62](=[O:67])[C:63]([F:66])([F:64])[F:65])[CH2:58][CH2:57][C:56]=2[CH:68]=[CH:69][C:53]=1[I:52]. (6) Given the reactants [N+:1]([C:4]1[CH:5]=[C:6]([C:10]2[CH2:11][CH2:12][N:13]([CH2:16][CH2:17][CH2:18][NH:19]C(=O)OC(C)(C)C)[CH2:14][CH:15]=2)[CH:7]=[CH:8][CH:9]=1)([O-:3])=[O:2].Cl, predict the reaction product. The product is: [N+:1]([C:4]1[CH:5]=[C:6]([C:10]2[CH2:15][CH2:14][N:13]([CH2:16][CH2:17][CH2:18][NH2:19])[CH2:12][CH:11]=2)[CH:7]=[CH:8][CH:9]=1)([O-:3])=[O:2]. (7) Given the reactants [CH3:1][O:2][C:3]1[CH:4]=[C:5]([CH:21]=[CH:22][C:23]=1[O:24][CH3:25])[CH2:6][CH:7]1[C:16]2[C:11](=[CH:12][C:13]([O:19][CH3:20])=[C:14]([O:17][CH3:18])[CH:15]=2)[CH2:10][CH2:9][NH:8]1.Br[CH2:27][C:28](Br)=[O:29].[C:31]1([CH:37]([NH2:39])[CH3:38])[CH:36]=[CH:35][CH:34]=[CH:33][CH:32]=1, predict the reaction product. The product is: [CH3:1][O:2][C:3]1[CH:4]=[C:5]([CH:21]=[CH:22][C:23]=1[O:24][CH3:25])[CH2:6][CH:7]1[C:16]2[C:11](=[CH:12][C:13]([O:19][CH3:20])=[C:14]([O:17][CH3:18])[CH:15]=2)[CH2:10][CH2:9][N:8]1[CH2:27][C:28]([NH:39][CH:37]([C:31]1[CH:36]=[CH:35][CH:34]=[CH:33][CH:32]=1)[CH3:38])=[O:29].